Predict which catalyst facilitates the given reaction. From a dataset of Catalyst prediction with 721,799 reactions and 888 catalyst types from USPTO. (1) Reactant: [CH3:1][O:2][C:3]1[CH:17]=[CH:16][C:6]([CH2:7][N:8]2[N:12]=[N:11][C:10]([C:13]([OH:15])=O)=[N:9]2)=[CH:5][CH:4]=1.CN(C(ON1N=NC2C=CC=NC1=2)=[N+](C)C)C.F[P-](F)(F)(F)(F)F.Cl.[CH2:43]([O:45][C:46](=[O:66])[C@@H:47]([CH3:65])[CH2:48][CH:49]([NH2:64])[CH2:50][C:51]1[CH:56]=[CH:55][C:54]([C:57]2[CH:62]=[CH:61][CH:60]=[C:59]([Cl:63])[CH:58]=2)=[CH:53][CH:52]=1)[CH3:44]. Product: [CH2:43]([O:45][C:46](=[O:66])[C@@H:47]([CH3:65])[CH2:48][CH:49]([NH:64][C:13]([C:10]1[N:11]=[N:12][N:8]([CH2:7][C:6]2[CH:5]=[CH:4][C:3]([O:2][CH3:1])=[CH:17][CH:16]=2)[N:9]=1)=[O:15])[CH2:50][C:51]1[CH:56]=[CH:55][C:54]([C:57]2[CH:62]=[CH:61][CH:60]=[C:59]([Cl:63])[CH:58]=2)=[CH:53][CH:52]=1)[CH3:44]. The catalyst class is: 3. (2) Product: [NH:15]1[CH2:16][CH2:17][CH:18]([S:21][C:22]2[CH:23]=[C:24]3[C:29](=[CH:30][CH:31]=2)[C:28](=[O:32])[NH:27][CH:26]=[CH:25]3)[CH2:19][CH2:20]1. Reactant: ClCCl.C(O)(=O)C.C(OC([N:15]1[CH2:20][CH2:19][CH:18]([S:21][C:22]2[CH:23]=[C:24]3[C:29](=[CH:30][CH:31]=2)[C:28](=[O:32])[NH:27][CH:26]=[CH:25]3)[CH2:17][CH2:16]1)=O)(C)(C)C. The catalyst class is: 5. (3) Reactant: Cl[C:2]1[CH:3]=[CH:4][C:5]2[N:6]([C:8]([C@H:11]([C:13]3[C:14]([F:24])=[C:15]4[C:20](=[CH:21][C:22]=3[F:23])[N:19]=[CH:18][CH:17]=[CH:16]4)[CH3:12])=[CH:9][N:10]=2)[N:7]=1.[F-].[K+].[NH:27]1[CH2:32][CH2:31][NH:30][CH2:29][CH2:28]1. Product: [F:24][C:14]1[C:13]([C@@H:11]([C:8]2[N:6]3[N:7]=[C:2]([N:27]4[CH2:32][CH2:31][NH:30][CH2:29][CH2:28]4)[CH:3]=[CH:4][C:5]3=[N:10][CH:9]=2)[CH3:12])=[C:22]([F:23])[CH:21]=[C:20]2[C:15]=1[CH:16]=[CH:17][CH:18]=[N:19]2. The catalyst class is: 296. (4) Reactant: [Cl:1][C:2]1[CH:7]=[CH:6][C:5]([C:8]2([CH2:11][N:12]3[CH2:17][CH2:16][CH2:15][CH:14]([CH2:18]OS(C)(=O)=O)[CH2:13]3)[CH2:10][CH2:9]2)=[CH:4][CH:3]=1.[CH3:24][O:25][C:26]1[CH:31]=[CH:30][CH:29]=[CH:28][C:27]=1[N:32]1[CH2:37][CH2:36][NH:35][CH2:34][CH2:33]1.C(=O)([O-])[O-].[K+].[K+]. Product: [Cl:1][C:2]1[CH:3]=[CH:4][C:5]([C:8]2([CH2:11][N:12]3[CH2:17][CH2:16][CH2:15][CH:14]([CH2:18][N:35]4[CH2:34][CH2:33][N:32]([C:27]5[CH:28]=[CH:29][CH:30]=[CH:31][C:26]=5[O:25][CH3:24])[CH2:37][CH2:36]4)[CH2:13]3)[CH2:9][CH2:10]2)=[CH:6][CH:7]=1. The catalyst class is: 47.